From a dataset of Reaction yield outcomes from USPTO patents with 853,638 reactions. Predict the reaction yield, written as a fraction of the theoretical maximum amount of product (1.0 means a 100% yield; for example, 0.34 means a 34% yield). (1) The reactants are [S:1]1[CH:5]=[CH:4][C:3]2[CH2:6][CH2:7][C:8](=[O:9])[C:2]1=2.Cl.[NH2:11]O.CC([O-])=O.[Na+]. The catalyst is CO. The product is [S:1]1[C:2]2[C:8](=[O:9])[NH:11][CH2:7][CH2:6][C:3]=2[CH:4]=[CH:5]1. The yield is 0.550. (2) The reactants are C(OC([N:8]1[CH2:13][CH2:12][CH:11]([C:14]2[C:18]3[CH:19]=[CH:20][CH:21]=[C:22]([C:23]([F:26])([F:25])[F:24])[C:17]=3[O:16][N:15]=2)[CH2:10][CH2:9]1)=O)(C)(C)C.Cl.CCOCC. The catalyst is CO. The product is [NH:8]1[CH2:13][CH2:12][CH:11]([C:14]2[C:18]3[CH:19]=[CH:20][CH:21]=[C:22]([C:23]([F:26])([F:25])[F:24])[C:17]=3[O:16][N:15]=2)[CH2:10][CH2:9]1. The yield is 0.880. (3) The reactants are [NH2:1][C:2]1[CH:3]=[C:4]2[C:20](=[O:21])[NH:19][N:18]=[CH:17][C:6]3=[C:7]([C:11]4[CH:16]=[CH:15][CH:14]=[CH:13][CH:12]=4)[NH:8][C:9]([CH:10]=1)=[C:5]23.[CH2:22]1[C:30]2[C:25](=[CH:26][CH:27]=[CH:28][CH:29]=2)[CH2:24][CH:23]1[CH2:31][C:32](O)=[O:33].C(N(CC)CC)C.F[P-](F)(F)(F)(F)F.N1(OC(N(C)C)=[N+](C)C)C2N=CC=CC=2N=N1. The catalyst is C(Cl)Cl.CN(C)C=O. The product is [CH2:24]1[C:25]2[C:30](=[CH:29][CH:28]=[CH:27][CH:26]=2)[CH2:22][CH:23]1[CH2:31][C:32]([NH:1][C:2]1[CH:3]=[C:4]2[C:20](=[O:21])[NH:19][N:18]=[CH:17][C:6]3=[C:7]([C:11]4[CH:12]=[CH:13][CH:14]=[CH:15][CH:16]=4)[NH:8][C:9]([CH:10]=1)=[C:5]23)=[O:33]. The yield is 0.770. (4) The reactants are [H-].[Na+].[Cl:3][C:4]1[N:9]=[CH:8][C:7]([CH2:10][NH:11][C:12]2[N:16]=[C:15]([S:17][CH3:18])[NH:14][N:13]=2)=[CH:6][CH:5]=1.[C:19](Cl)(=[O:23])[C:20]#[C:21][CH3:22].O. The catalyst is CN(C=O)C. The product is [Cl:3][C:4]1[N:9]=[CH:8][C:7]([CH2:10][N:11]2[C:21]([CH3:22])=[CH:20][C:19](=[O:23])[N:13]3[N:14]=[C:15]([S:17][CH3:18])[N:16]=[C:12]23)=[CH:6][CH:5]=1. The yield is 0.250. (5) The reactants are [C:1]([O:7][CH2:8][CH3:9])(=[O:6])[CH2:2][C:3]([CH3:5])=O.[F:10][C:11]1[CH:18]=[C:17]([Br:19])[CH:16]=[CH:15][C:12]=1[CH:13]=O.[NH4+:20].[OH-:21]. The catalyst is CCO.C(Cl)Cl. The product is [Br:19][C:17]1[CH:16]=[CH:15][C:12]([CH:13]2[C:2]([C:1]([O:7][CH2:8][CH3:9])=[O:6])=[C:3]([CH3:5])[NH:20][C:3]([CH3:5])=[C:2]2[C:1]([O:7][CH2:8][CH3:9])=[O:21])=[C:11]([F:10])[CH:18]=1. The yield is 0.580.